The task is: Predict the product of the given reaction.. This data is from Forward reaction prediction with 1.9M reactions from USPTO patents (1976-2016). (1) Given the reactants [CH3:1][O:2][C:3]1[C:10]([CH3:11])=[CH:9][C:6]([C:7]#[N:8])=[C:5]([N+:12]([O-:14])=[O:13])[CH:4]=1.S(=O)(=O)(O)[OH:16], predict the reaction product. The product is: [CH3:1][O:2][C:3]1[C:10]([CH3:11])=[CH:9][C:6]([C:7]([NH2:8])=[O:16])=[C:5]([N+:12]([O-:14])=[O:13])[CH:4]=1. (2) The product is: [OH:1][C@@H:2]1[CH2:7][CH2:6][CH2:5][CH2:4][C@H:3]1[NH:8][C:9]([C:11]1[CH:16]=[N:15][C:14]([N:33]([CH:30]2[CH2:32][CH2:31]2)[CH3:34])=[C:13]([C:18]2[CH:23]=[CH:22][C:21]([O:24][C:25]([F:28])([F:27])[F:26])=[CH:20][CH:19]=2)[N:12]=1)=[O:10]. Given the reactants [OH:1][C@@H:2]1[CH2:7][CH2:6][CH2:5][CH2:4][C@H:3]1[NH:8][C:9]([C:11]1[CH:16]=[N:15][C:14](Br)=[C:13]([C:18]2[CH:23]=[CH:22][C:21]([O:24][C:25]([F:28])([F:27])[F:26])=[CH:20][CH:19]=2)[N:12]=1)=[O:10].Cl.[CH:30]1([NH:33][CH3:34])[CH2:32][CH2:31]1.C(N(C(C)C)C(C)C)C, predict the reaction product. (3) Given the reactants C[O:2][C:3]1[CH:18]=[CH:17][C:6]([CH2:7][C:8]2[CH:13]=[CH:12][C:11]([O:14]C)=[CH:10][C:9]=2[CH3:16])=[C:5]([CH3:19])[C:4]=1[CH:20]([CH3:22])[CH3:21].B(Br)(Br)Br, predict the reaction product. The product is: [OH:2][C:3]1[CH:18]=[CH:17][C:6]([CH2:7][C:8]2[CH:13]=[CH:12][C:11]([OH:14])=[CH:10][C:9]=2[CH3:16])=[C:5]([CH3:19])[C:4]=1[CH:20]([CH3:22])[CH3:21]. (4) Given the reactants [I:1][C:2]1[CH:11]=[CH:10][C:5]([C:6]([NH:8][NH2:9])=[O:7])=[CH:4][CH:3]=1.CN1CCCC1=O.[C:19](Cl)(=[O:26])[C:20]1[CH:25]=[CH:24][CH:23]=[CH:22][CH:21]=1, predict the reaction product. The product is: [C:19]([NH:9][NH:8][C:6](=[O:7])[C:5]1[CH:10]=[CH:11][C:2]([I:1])=[CH:3][CH:4]=1)(=[O:26])[C:20]1[CH:25]=[CH:24][CH:23]=[CH:22][CH:21]=1. (5) Given the reactants [CH3:1][O:2][C:3]1[CH:48]=[CH:47][C:6]([C:7]([O:22][CH2:23][C@H:24]2[O:28][C@@H:27]([N:29]3[CH:36]=[CH:35][C:33](=[O:34])[NH:32][C:30]3=[O:31])[C@H:26]([O:37][CH2:38][O:39][CH2:40][O:41][CH2:42][CH2:43][C:44]#[N:45])[C@@H:25]2[OH:46])([C:16]2[CH:21]=[CH:20][CH:19]=[CH:18][CH:17]=2)[C:8]2[CH:13]=[CH:12][C:11]([O:14][CH3:15])=[CH:10][CH:9]=2)=[CH:5][CH:4]=1.[N:49]1C=C[CH:52]=[CH:51][CH:50]=1.N1[C-]=NN=N1.C([NH2+]C(C)C)(C)C.C(CC[O:71][P:72]([N:80]([CH:84]([CH3:86])[CH3:85])[CH:81]([CH3:83])[CH3:82])N(C(C)C)C(C)C)#N, predict the reaction product. The product is: [C:50]([CH2:51][CH2:52][PH:72]([O:46][C@@H:25]1[C@@H:24]([CH2:23][O:22][C:7]([C:16]2[CH:17]=[CH:18][CH:19]=[CH:20][CH:21]=2)([C:8]2[CH:13]=[CH:12][C:11]([O:14][CH3:15])=[CH:10][CH:9]=2)[C:6]2[CH:47]=[CH:48][C:3]([O:2][CH3:1])=[CH:4][CH:5]=2)[O:28][C@@H:27]([N:29]2[CH:36]=[CH:35][C:33](=[O:34])[NH:32][C:30]2=[O:31])[C@@H:26]1[O:37][CH2:38][O:39][CH2:40][O:41][CH2:42][CH2:43][C:44]#[N:45])([N:80]([CH:81]([CH3:82])[CH3:83])[CH:84]([CH3:85])[CH3:86])[OH:71])#[N:49]. (6) Given the reactants [Cl:1][C:2]1[CH:26]=[CH:25][C:24]([C:27]([F:30])([F:29])[F:28])=[CH:23][C:3]=1[CH2:4][N:5]([CH2:8][C:9]1[CH:14]=[C:13]([C:15]([F:18])([F:17])[F:16])[CH:12]=[C:11]([C:19]([F:22])([F:21])[F:20])[CH:10]=1)[C:6]#[N:7].N(CCO)(CCO)CCO.C[Si]([N:45]=[N+:46]=[N-:47])(C)C, predict the reaction product. The product is: [Cl:1][C:2]1[CH:26]=[CH:25][C:24]([C:27]([F:28])([F:29])[F:30])=[CH:23][C:3]=1[CH2:4][N:5]([CH2:8][C:9]1[CH:10]=[C:11]([C:19]([F:20])([F:21])[F:22])[CH:12]=[C:13]([C:15]([F:18])([F:17])[F:16])[CH:14]=1)[C:6]1[NH:47][N:46]=[N:45][N:7]=1. (7) Given the reactants [Cl:1][C:2]1[S:6][C:5](/[CH:7]=[CH:8]/[S:9]([NH:12][C@H:13]2[CH2:17][CH2:16][N:15]([C:18]3[CH:19]=[CH:20][C:21]4[CH2:27][N:26]([C:28]([O:30][C:31]([CH3:34])([CH3:33])[CH3:32])=[O:29])[CH2:25][CH2:24][CH2:23][C:22]=4[CH:35]=3)[C:14]2=[O:36])(=[O:11])=[O:10])=[CH:4][CH:3]=1.Br[CH:38]([CH3:44])[C:39]([O:41][CH2:42][CH3:43])=[O:40], predict the reaction product. The product is: [Cl:1][C:2]1[S:6][C:5](/[CH:7]=[CH:8]/[S:9]([N:12]([CH:38]([CH3:44])[C:39]([O:41][CH2:42][CH3:43])=[O:40])[C@H:13]2[CH2:17][CH2:16][N:15]([C:18]3[CH:19]=[CH:20][C:21]4[CH2:27][N:26]([C:28]([O:30][C:31]([CH3:32])([CH3:33])[CH3:34])=[O:29])[CH2:25][CH2:24][CH2:23][C:22]=4[CH:35]=3)[C:14]2=[O:36])(=[O:10])=[O:11])=[CH:4][CH:3]=1.